This data is from CYP2C19 inhibition data for predicting drug metabolism from PubChem BioAssay. The task is: Regression/Classification. Given a drug SMILES string, predict its absorption, distribution, metabolism, or excretion properties. Task type varies by dataset: regression for continuous measurements (e.g., permeability, clearance, half-life) or binary classification for categorical outcomes (e.g., BBB penetration, CYP inhibition). Dataset: cyp2c19_veith. (1) The compound is Cc1ccc(C)c(NC(=O)Cn2nnc(C(=O)NCc3cccs3)c2N)c1. The result is 0 (non-inhibitor). (2) The molecule is COc1ccccc1C(=O)NCCn1cc(SCC(=O)Nc2nnc(C)s2)c2ccccc21. The result is 1 (inhibitor). (3) The compound is Cc1ccc(C(=O)CN(C(=O)c2ccc(Cl)cc2)N2C(=O)c3ccccc3C2=O)cc1. The result is 1 (inhibitor). (4) The molecule is CC(C)[C@H](N)c1nnc(SCc2ccc(Cl)cc2)o1.Cl. The result is 1 (inhibitor). (5) The compound is CC12c3ccccc3C(c3ccccc31)C1C(=O)N(Cc3cccnc3)C(=O)C12. The result is 1 (inhibitor). (6) The drug is O=c1c2ccc(Cl)cc2nc(-c2cccc(C(F)(F)F)c2)n1O. The result is 1 (inhibitor). (7) The drug is CC(C)CN1CC[C@@]2(CCCN(C(=O)c3cccc(F)c3)C2)C1. The result is 0 (non-inhibitor). (8) The compound is O=C(Nc1cccc(C(=O)Nc2ccc(S(=O)(=O)[O-])c3cc(S(=O)(=O)[O-])cc(S(=O)(=O)[O-])c23)c1)Nc1cccc(C(=O)Nc2ccc(S(=O)(=O)[O-])c3cc(S(=O)(=O)[O-])cc(S(=O)(=O)[O-])c23)c1. The result is 0 (non-inhibitor). (9) The result is 1 (inhibitor). The molecule is COc1ccc(S(=O)(=O)NC2(C(F)(F)F)N=C3SCCN3C2=O)cc1.